From a dataset of Peptide-MHC class I binding affinity with 185,985 pairs from IEDB/IMGT. Regression. Given a peptide amino acid sequence and an MHC pseudo amino acid sequence, predict their binding affinity value. This is MHC class I binding data. (1) The peptide sequence is APHHVVAVI. The MHC is HLA-B35:01 with pseudo-sequence HLA-B35:01. The binding affinity (normalized) is 0.284. (2) The peptide sequence is LVSFLLLAGR. The MHC is HLA-A68:01 with pseudo-sequence HLA-A68:01. The binding affinity (normalized) is 0.668. (3) The peptide sequence is RQTGGFFR. The MHC is HLA-B27:05 with pseudo-sequence HLA-B27:05. The binding affinity (normalized) is 0.422. (4) The binding affinity (normalized) is 0.335. The peptide sequence is FWLMVYEGL. The MHC is HLA-B15:01 with pseudo-sequence HLA-B15:01. (5) The peptide sequence is GEISPLPSL. The MHC is HLA-B18:01 with pseudo-sequence HLA-B18:01. The binding affinity (normalized) is 0.582. (6) The peptide sequence is KLKHRDGFTK. The MHC is HLA-A68:01 with pseudo-sequence HLA-A68:01. The binding affinity (normalized) is 0.0237. (7) The peptide sequence is IIGHIGHHY. The MHC is HLA-A31:01 with pseudo-sequence HLA-A31:01. The binding affinity (normalized) is 0.